This data is from Catalyst prediction with 721,799 reactions and 888 catalyst types from USPTO. The task is: Predict which catalyst facilitates the given reaction. (1) Reactant: [Cl:1][C:2]1[CH:3]=[N:4][C:5]2[NH:6][C:7]3[CH:8]=[CH:9][CH:10]=[C:11]([CH:39]=3)[CH2:12][CH2:13][C:14]3[CH:22]=[C:18]([NH:19][C:20]=1[N:21]=2)[CH:17]=[CH:16][C:15]=3[NH:23][C:24]([CH:26]1[CH2:31][CH2:30][N:29](C(OC(C)(C)C)=O)[CH2:28][CH2:27]1)=[O:25].[F:40][C:41]([F:46])([F:45])[C:42]([OH:44])=[O:43]. Product: [F:40][C:41]([F:46])([F:45])[C:42]([OH:44])=[O:43].[F:40][C:41]([F:46])([F:45])[C:42]([OH:44])=[O:43].[Cl:1][C:2]1[CH:3]=[N:4][C:5]2[NH:6][C:7]3[CH:8]=[CH:9][CH:10]=[C:11]([CH:39]=3)[CH2:12][CH2:13][C:14]3[CH:22]=[C:18]([NH:19][C:20]=1[N:21]=2)[CH:17]=[CH:16][C:15]=3[NH:23][C:24]([CH:26]1[CH2:31][CH2:30][NH:29][CH2:28][CH2:27]1)=[O:25]. The catalyst class is: 2. (2) The catalyst class is: 3. Reactant: [F:1][C:2]([F:34])([F:33])[O:3][C:4]1[CH:9]=[CH:8][C:7]([N:10]2[CH2:15][CH2:14][N:13]([C:16]([O:18][CH2:19][C@@:20]([OH:32])([CH3:31])[CH2:21][N:22]3[CH:26]=[C:25]([N+:27]([O-:29])=[O:28])[N:24]=[C:23]3Cl)=[O:17])[CH2:12][CH2:11]2)=[CH:6][CH:5]=1.[H-].[Na+]. Product: [F:1][C:2]([F:34])([F:33])[O:3][C:4]1[CH:9]=[CH:8][C:7]([N:10]2[CH2:15][CH2:14][N:13]([C:16]([O:18][CH2:19][C@:20]3([CH3:31])[O:32][C:23]4=[N:24][C:25]([N+:27]([O-:29])=[O:28])=[CH:26][N:22]4[CH2:21]3)=[O:17])[CH2:12][CH2:11]2)=[CH:6][CH:5]=1. (3) Reactant: [CH:1]([C:3]1[CH:4]=[C:5](B(O)O)[CH:6]=[CH:7][CH:8]=1)=[O:2].Br[C:13]1[CH:18]=[CH:17][CH:16]=[C:15]([O:19][CH3:20])[N:14]=1.C([O-])([O-])=O.[K+].[K+]. Product: [CH3:20][O:19][C:15]1[N:14]=[C:13]([C:5]2[CH:4]=[C:3]([CH:8]=[CH:7][CH:6]=2)[CH:1]=[O:2])[CH:18]=[CH:17][CH:16]=1. The catalyst class is: 492. (4) Reactant: Br[C:2]1[CH:7]=[C:6]([CH3:8])[C:5]([C:9]2[C:10](=[O:23])[CH:11]([CH2:16][C:17]3[CH:22]=[CH:21][CH:20]=[CH:19][N:18]=3)[CH2:12][C:13]=2[O:14][CH3:15])=[C:4]([CH3:24])[CH:3]=1.[CH2:25]([Sn](CCCC)(CCCC)C#CC)[CH2:26][CH2:27]C. Product: [CH3:8][C:6]1[CH:7]=[C:2]([C:25]#[C:26][CH3:27])[CH:3]=[C:4]([CH3:24])[C:5]=1[C:9]1[C:10](=[O:23])[CH:11]([CH2:16][C:17]2[CH:22]=[CH:21][CH:20]=[CH:19][N:18]=2)[CH2:12][C:13]=1[O:14][CH3:15]. The catalyst class is: 93. (5) Reactant: [C:1]([C:3]1[CH:4]=[CH:5][C:6]([CH2:9][O:10]C(=O)C)=[N:7][CH:8]=1)#[N:2].[OH-].[Li+]. Product: [OH:10][CH2:9][C:6]1[CH:5]=[CH:4][C:3]([C:1]#[N:2])=[CH:8][N:7]=1. The catalyst class is: 253.